From a dataset of Full USPTO retrosynthesis dataset with 1.9M reactions from patents (1976-2016). Predict the reactants needed to synthesize the given product. (1) The reactants are: [Cl:1][CH2:2][C:3]1[S:7][C:6]([C:8]2[C:16]3[C:11](=[C:12]([O:17][CH3:18])[CH:13]=[CH:14][CH:15]=3)[N:10]([CH2:19][CH:20]3[CH2:25][CH2:24][CH2:23][CH2:22][CH2:21]3)[CH:9]=2)=[N:5][N:4]=1.[NH:26]1[CH2:30][CH2:29][CH2:28][CH2:27]1. Given the product [ClH:1].[CH:20]1([CH2:19][N:10]2[C:11]3[C:16](=[CH:15][CH:14]=[CH:13][C:12]=3[O:17][CH3:18])[C:8]([C:6]3[S:7][C:3]([CH2:2][N:26]4[CH2:30][CH2:29][CH2:28][CH2:27]4)=[N:4][N:5]=3)=[CH:9]2)[CH2:25][CH2:24][CH2:23][CH2:22][CH2:21]1, predict the reactants needed to synthesize it. (2) Given the product [Br:1][C:2]1[CH:7]=[C:6]([O:11][CH3:10])[CH:5]=[C:4]([F:9])[CH:3]=1, predict the reactants needed to synthesize it. The reactants are: [Br:1][C:2]1[CH:7]=[C:6](F)[CH:5]=[C:4]([F:9])[CH:3]=1.[CH3:10][O-:11].[Na+]. (3) Given the product [CH3:1][N:2]1[C:11]([C:13]2[CH:18]=[CH:17][CH:16]=[CH:15][CH:14]=2)=[CH:10][N:4]=[C:3]1[NH2:8], predict the reactants needed to synthesize it. The reactants are: [CH3:1][NH:2][C:3]1[N:8]=CC=C[N:4]=1.Br[CH2:10][C:11]([C:13]1[CH:18]=[CH:17][CH:16]=[CH:15][CH:14]=1)=O.O.NN.O. (4) Given the product [Cl:24][C:6]1[CH:5]=[N:4][CH:3]=[C:2]([Cl:1])[C:7]=1[S:8][C:9]1[S:13][C:12]([C:14]([NH:16][CH2:17][C:18]([N:29]2[CH2:30][CH2:31][N:26]([CH3:25])[CH2:27][CH2:28]2)=[O:20])=[O:15])=[CH:11][C:10]=1[N+:21]([O-:23])=[O:22], predict the reactants needed to synthesize it. The reactants are: [Cl:1][C:2]1[CH:3]=[N:4][CH:5]=[C:6]([Cl:24])[C:7]=1[S:8][C:9]1[S:13][C:12]([C:14]([NH:16][CH2:17][C:18]([OH:20])=O)=[O:15])=[CH:11][C:10]=1[N+:21]([O-:23])=[O:22].[CH3:25][N:26]1[CH2:31][CH2:30][NH:29][CH2:28][CH2:27]1. (5) Given the product [ClH:65].[Br:13][C:14]1[CH:33]=[CH:32][C:17]([NH:18][C:19]2[C:28]3[C:23](=[CH:24][C:25]([O:31][CH2:55][CH2:56][N:57]4[CH2:62][CH2:61][O:60][CH2:59][C:58]4=[O:63])=[C:26]([O:29][CH3:30])[CH:27]=3)[N:22]=[CH:21][N:20]=2)=[C:16]([F:34])[CH:15]=1, predict the reactants needed to synthesize it. The reactants are: N(C(OCC)=O)=NC(OCC)=O.[Br:13][C:14]1[CH:33]=[CH:32][C:17]([NH:18][C:19]2[C:28]3[C:23](=[CH:24][C:25]([OH:31])=[C:26]([O:29][CH3:30])[CH:27]=3)[N:22]=[CH:21][N:20]=2)=[C:16]([F:34])[CH:15]=1.C1(P(C2C=CC=CC=2)C2C=CC=CC=2)C=CC=CC=1.O[CH2:55][CH2:56][N:57]1[CH2:62][CH2:61][O:60][CH2:59][C:58]1=[O:63].C(Cl)[Cl:65]. (6) Given the product [CH3:1][C:2]1[CH:3]=[CH:4][C:5]([C:8]2[CH:9]=[C:10]([CH:14]=[C:15]([C:17]([N:19]3[CH2:23][CH2:22][CH2:21][CH2:20]3)=[O:18])[CH:16]=2)[C:11]([NH:32][CH2:31][C:28]2[CH:29]=[N:30][C:25]([CH3:24])=[CH:26][CH:27]=2)=[O:13])=[N:6][CH:7]=1, predict the reactants needed to synthesize it. The reactants are: [CH3:1][C:2]1[CH:3]=[CH:4][C:5]([C:8]2[CH:9]=[C:10]([CH:14]=[C:15]([C:17]([N:19]3[CH2:23][CH2:22][CH2:21][CH2:20]3)=[O:18])[CH:16]=2)[C:11]([OH:13])=O)=[N:6][CH:7]=1.[CH3:24][C:25]1[N:30]=[CH:29][C:28]([CH2:31][NH2:32])=[CH:27][CH:26]=1.Cl.CN(C)CCCN=C=NCC.O.ON1C2C=CC=CC=2N=N1.C(N(CC)C(C)C)(C)C. (7) Given the product [F:20][C:21]1[CH:26]=[CH:25][C:24]([C:2]2[CH:3]=[N:4][C:5]3[N:6]([CH:8]=[C:9]([CH2:11][O:12][C:13]4[CH:18]=[CH:17][N:16]=[C:15]([F:19])[CH:14]=4)[N:10]=3)[CH:7]=2)=[C:23]([CH3:30])[CH:22]=1, predict the reactants needed to synthesize it. The reactants are: Br[C:2]1[CH:3]=[N:4][C:5]2[N:6]([CH:8]=[C:9]([CH2:11][O:12][C:13]3[CH:18]=[CH:17][N:16]=[C:15]([F:19])[CH:14]=3)[N:10]=2)[CH:7]=1.[F:20][C:21]1[CH:26]=[CH:25][C:24](B(O)O)=[C:23]([CH3:30])[CH:22]=1. (8) The reactants are: C([O:8][N:9]([CH2:12][C@@H:13]([CH2:17][CH:18]1[CH2:22][CH2:21][CH2:20][CH2:19]1)[C:14]([OH:16])=O)[CH:10]=[O:11])C1C=CC=CC=1.[NH:23]1[CH2:27][CH2:26][CH2:25][C@H:24]1[C:28]1[NH:36][C:31]2[CH:32]=[N:33][CH:34]=[CH:35][C:30]=2[N:29]=1. Given the product [CH:18]1([CH2:17][C@@H:13]([C:14]([N:23]2[CH2:27][CH2:26][CH2:25][C@H:24]2[C:28]2[NH:36][C:31]3[CH:32]=[N:33][CH:34]=[CH:35][C:30]=3[N:29]=2)=[O:16])[CH2:12][N:9]([OH:8])[CH:10]=[O:11])[CH2:19][CH2:20][CH2:21][CH2:22]1, predict the reactants needed to synthesize it. (9) Given the product [CH2:1]([NH:8][C:9](=[O:18])[C:10]1[CH:15]=[CH:14][C:13]([Cl:16])=[CH:12][C:11]=1[O:17][CH:21]([C:20]#[CH:19])[CH3:22])[C:2]1[CH:3]=[CH:4][CH:5]=[CH:6][CH:7]=1, predict the reactants needed to synthesize it. The reactants are: [CH2:1]([NH:8][C:9](=[O:18])[C:10]1[CH:15]=[CH:14][C:13]([Cl:16])=[CH:12][C:11]=1[OH:17])[C:2]1[CH:7]=[CH:6][CH:5]=[CH:4][CH:3]=1.[CH3:19][CH:20](O)[C:21]#[CH:22].C1C=CC(P(C2C=CC=CC=2)C2C=CC=CC=2)=CC=1.CC(OC(/N=N/C(OC(C)C)=O)=O)C. (10) Given the product [CH3:1][C:2]1([CH3:35])[C:6](=[O:7])[N:5]([C:8]2[CH:15]=[CH:14][C:11]([C:12]#[N:13])=[C:10]([C:16]([F:19])([F:17])[F:18])[CH:9]=2)[C:4](=[O:20])[N:3]1[CH2:21][C:22]1[CH:27]=[CH:26][CH:25]=[CH:24][C:23]=1[N:28]([CH3:36])[C:29]1[CH:34]=[CH:33][CH:32]=[CH:31][CH:30]=1, predict the reactants needed to synthesize it. The reactants are: [CH3:1][C:2]1([CH3:35])[C:6](=[O:7])[N:5]([C:8]2[CH:15]=[CH:14][C:11]([C:12]#[N:13])=[C:10]([C:16]([F:19])([F:18])[F:17])[CH:9]=2)[C:4](=[O:20])[N:3]1[CH2:21][C:22]1[CH:27]=[CH:26][CH:25]=[CH:24][C:23]=1[NH:28][C:29]1[CH:34]=[CH:33][CH:32]=[CH:31][CH:30]=1.[C:36]([BH3-])#N.[Na+].C=O.C(O)(=O)C.